Dataset: Reaction yield outcomes from USPTO patents with 853,638 reactions. Task: Predict the reaction yield, written as a fraction of the theoretical maximum amount of product (1.0 means a 100% yield; for example, 0.34 means a 34% yield). The reactants are C([N:8]1[C:12]2[N:13]=[C:14]([NH:28][C:29]3[CH:34]=[CH:33][C:32]([C:35]#[N:36])=[CH:31][CH:30]=3)[N:15]=[C:16]([O:17][C:18]3[C:25]([CH3:26])=[CH:24][C:21]([C:22]#[N:23])=[CH:20][C:19]=3[CH3:27])[C:11]=2[CH:10]=[CH:9]1)C1C=CC=CC=1.[Cl-].[Al+3].[Cl-].[Cl-]. The catalyst is ClC1C=CC=CC=1Cl. The product is [C:35]([C:32]1[CH:33]=[CH:34][C:29]([NH:28][C:14]2[N:15]=[C:16]([O:17][C:18]3[C:19]([CH3:27])=[CH:20][C:21]([C:22]#[N:23])=[CH:24][C:25]=3[CH3:26])[C:11]3[CH:10]=[CH:9][NH:8][C:12]=3[N:13]=2)=[CH:30][CH:31]=1)#[N:36]. The yield is 0.270.